Dataset: Experimentally validated miRNA-target interactions with 360,000+ pairs, plus equal number of negative samples. Task: Binary Classification. Given a miRNA mature sequence and a target amino acid sequence, predict their likelihood of interaction. (1) The miRNA is hsa-miR-6763-3p with sequence CUCCCCGGCCUCUGCCCCCAG. The protein sequence of the target gene is MEQPEDMASLSEFDSLAGSIPATKVEITVSCRNLLDKDMFSKSDPLCVMYTQGMENKQWREFGRTEVIDNTLNPDFVRKFIVDYFFEEKQNLRFDLYDVDSKSPDLSKHDFLGQAFCTLGEIVGSPGSRLEKPLTIGAFSLNSRTGKPMPAVSNGGVPGKKCGTIILSAEELSNCRDVATMQFCANKLDKKDFFGKSDPFLVFYRSNEDGTFTICHKTEVMKNTLNPVWQTFSIPVRALCNGDYDRTIKVEVYDWDRDGSHDFIGEFTTSYRELARGQSQFNIYEVVNPKKKMKKKKYVN.... Result: 1 (interaction). (2) The miRNA is mmu-miR-466m-3p with sequence UACAUACACACAUACACACGCA. The protein sequence of the target gene is MPSSGALKDLSFSQHFRMMVICIVLLQVLLQAVSVAVTYMYFTNEMKQLQDNYSKIGLACFSKTDEDFWDSTDGEILNRPCLQVKRQLYQLIEEVTLRTFQDTISTVPEKQLSTPPLPRGGRPQKVAAHITGITRRSNSALIPISKDGKTLGQKIESWESSRKGHSFLNHVLFRNGELVIEQEGLYYIYSQTYFRFQEAEDASKMVSKDKVRTKQLVQYIYKYTSYPDPIVLMKSARNSCWSRDAEYGLYSIYQGGLFELKKNDRIFVSVTNEHLMDLDQEASFFGAFLIN. Result: 1 (interaction). (3) The miRNA is hsa-miR-6511a-3p with sequence CCUCACCAUCCCUUCUGCCUGC. The protein sequence of the target gene is MAASQTFPLGPTHEPASALMEPLPCTRSLAEGFLEEELRLNAELSQLQFPEPVGVIYNPVDYAWEPHRNYVTRYCQGPKEVLFLGMNPGPFGMAQTGVPFGEVNVVRDWLGVGGPVLTPPQEHPKRPVLGLECPQSEVSGARFWGFFRTLCGQPQVFFRHCFVHNLCPLLFLAPSGRNLTPAELPAKQREQLLSICDAALCRQVQLLGVRLVVGVGRLAEQRARRALAGLTPEVQVEGLLHPSPRSAQANKGWEAAARERLQELGLLPLLTDEGSARPT. Result: 0 (no interaction).